Dataset: Full USPTO retrosynthesis dataset with 1.9M reactions from patents (1976-2016). Task: Predict the reactants needed to synthesize the given product. Given the product [Cl:24][C:3]1[CH:4]=[C:5]([C:8]([N:10]2[CH2:15][CH2:14][N:13]([C:16]3[CH:21]=[CH:20][C:19]([CH3:22])=[CH:18][C:17]=3[CH3:23])[CH2:12][CH2:11]2)=[O:9])[CH:6]=[CH:7][C:2]=1[N:27]1[CH2:28][CH2:29][O:25][C:26]1=[O:30], predict the reactants needed to synthesize it. The reactants are: Br[C:2]1[CH:7]=[CH:6][C:5]([C:8]([N:10]2[CH2:15][CH2:14][N:13]([C:16]3[CH:21]=[CH:20][C:19]([CH3:22])=[CH:18][C:17]=3[CH3:23])[CH2:12][CH2:11]2)=[O:9])=[CH:4][C:3]=1[Cl:24].[O:25]1[CH2:29][CH2:28][NH:27][C:26]1=[O:30].